From a dataset of NCI-60 drug combinations with 297,098 pairs across 59 cell lines. Regression. Given two drug SMILES strings and cell line genomic features, predict the synergy score measuring deviation from expected non-interaction effect. Drug 1: C1CCN(CC1)CCOC2=CC=C(C=C2)C(=O)C3=C(SC4=C3C=CC(=C4)O)C5=CC=C(C=C5)O. Drug 2: CC1C(C(CC(O1)OC2CC(CC3=C2C(=C4C(=C3O)C(=O)C5=C(C4=O)C(=CC=C5)OC)O)(C(=O)CO)O)N)O.Cl. Cell line: PC-3. Synergy scores: CSS=44.6, Synergy_ZIP=0.281, Synergy_Bliss=1.22, Synergy_Loewe=1.60, Synergy_HSA=2.05.